The task is: Regression. Given a peptide amino acid sequence and an MHC pseudo amino acid sequence, predict their binding affinity value. This is MHC class I binding data.. This data is from Peptide-MHC class I binding affinity with 185,985 pairs from IEDB/IMGT. The peptide sequence is ITFHNQRDF. The MHC is HLA-A01:01 with pseudo-sequence HLA-A01:01. The binding affinity (normalized) is 0.0847.